Dataset: Peptide-MHC class I binding affinity with 185,985 pairs from IEDB/IMGT. Task: Regression. Given a peptide amino acid sequence and an MHC pseudo amino acid sequence, predict their binding affinity value. This is MHC class I binding data. (1) The peptide sequence is EIPQFMIGL. The MHC is HLA-A26:01 with pseudo-sequence HLA-A26:01. The binding affinity (normalized) is 0.693. (2) The peptide sequence is KPTFKHASV. The MHC is HLA-A69:01 with pseudo-sequence HLA-A69:01. The binding affinity (normalized) is 0.0847. (3) The peptide sequence is NRYGVAYVY. The MHC is HLA-A02:06 with pseudo-sequence HLA-A02:06. The binding affinity (normalized) is 0.257. (4) The peptide sequence is SIPITAAAWY. The MHC is HLA-A01:01 with pseudo-sequence HLA-A01:01. The binding affinity (normalized) is 0. (5) The peptide sequence is FSTSAADIK. The MHC is HLA-A03:01 with pseudo-sequence HLA-A03:01. The binding affinity (normalized) is 0.289. (6) The peptide sequence is HQFTSNPEV. The MHC is HLA-B58:01 with pseudo-sequence HLA-B58:01. The binding affinity (normalized) is 0.213. (7) The peptide sequence is SPMETTAEF. The MHC is HLA-A01:01 with pseudo-sequence HLA-A01:01. The binding affinity (normalized) is 0.0847.